This data is from Catalyst prediction with 721,799 reactions and 888 catalyst types from USPTO. The task is: Predict which catalyst facilitates the given reaction. (1) Reactant: Br[C:2]1[N:7]=[CH:6][C:5]([C@@H:8]2[CH2:10][C@H:9]2[NH:11][C:12](=[O:18])[O:13][C:14]([CH3:17])([CH3:16])[CH3:15])=[CH:4][CH:3]=1.C(=O)([O-])[O-].[K+].[K+].[F:25][C:26]([F:37])([F:36])[C:27]1[CH:28]=[C:29](B(O)O)[CH:30]=[CH:31][CH:32]=1. Product: [F:25][C:26]([F:37])([F:36])[C:27]1[CH:32]=[C:31]([C:2]2[N:7]=[CH:6][C:5]([C@@H:8]3[CH2:10][C@H:9]3[NH:11][C:12](=[O:18])[O:13][C:14]([CH3:17])([CH3:16])[CH3:15])=[CH:4][CH:3]=2)[CH:30]=[CH:29][CH:28]=1. The catalyst class is: 144. (2) Reactant: C1C=CC(P(C2C=CC=CC=2)C2C=CC=CC=2)=CC=1.[F:20][C:21]([F:30])([F:29])[C:22]1[CH:23]=[CH:24][C:25]([OH:28])=[N:26][CH:27]=1.C1C=CC(COC(/N=N/C(OCC2C=CC=CC=2)=O)=O)=CC=1.[CH2:53]([N:60]1[CH2:64][CH:63]([C:65]2[CH:70]=[CH:69][C:68]([Cl:71])=[C:67]([Cl:72])[CH:66]=2)[CH:62]([CH:73](O)[CH3:74])[CH2:61]1)[C:54]1[CH:59]=[CH:58][CH:57]=[CH:56][CH:55]=1. Product: [CH2:53]([N:60]1[CH2:64][CH:63]([C:65]2[CH:70]=[CH:69][C:68]([Cl:71])=[C:67]([Cl:72])[CH:66]=2)[CH:62]([CH:73]([O:28][C:25]2[CH:24]=[CH:23][C:22]([C:21]([F:20])([F:29])[F:30])=[CH:27][N:26]=2)[CH3:74])[CH2:61]1)[C:54]1[CH:55]=[CH:56][CH:57]=[CH:58][CH:59]=1. The catalyst class is: 1. (3) Reactant: [Cl:1][C:2]1[CH:7]=[CH:6][C:5](/[CH:8]=[C:9](/[S:11]([NH:14][C:15]2[CH:20]=[CH:19][CH:18]=[CH:17][C:16]=2[S:21]([NH2:24])(=[O:23])=[O:22])(=[O:13])=[O:12])\[CH3:10])=[CH:4][CH:3]=1.[H][H]. Product: [Cl:1][C:2]1[CH:7]=[CH:6][C:5]([CH2:8][CH:9]([S:11]([NH:14][C:15]2[CH:20]=[CH:19][CH:18]=[CH:17][C:16]=2[S:21]([NH2:24])(=[O:23])=[O:22])(=[O:13])=[O:12])[CH3:10])=[CH:4][CH:3]=1. The catalyst class is: 78. (4) Reactant: [NH2:1][C:2]1[CH:3]=[C:4]([OH:12])[C:5](=[CH:10][CH:11]=1)[C:6]([O:8][CH3:9])=[O:7].[Cl:13][C:14]1[S:15][C:16]([Cl:24])=[C:17]([CH3:23])[C:18]=1[S:19](Cl)(=[O:21])=[O:20].N1C=CC=CC=1. Product: [Cl:13][C:14]1[S:15][C:16]([Cl:24])=[C:17]([CH3:23])[C:18]=1[S:19]([NH:1][C:2]1[CH:11]=[CH:10][C:5]([C:6]([O:8][CH3:9])=[O:7])=[C:4]([OH:12])[CH:3]=1)(=[O:21])=[O:20]. The catalyst class is: 2. (5) The catalyst class is: 5. Product: [CH3:29][O:28][C:18]1[C:16]2[N:17]=[C:13]([NH:12][C:10]([NH2:9])=[S:11])[S:14][C:15]=2[C:21]([C:22]2[CH:27]=[CH:26][CH:25]=[CH:24][CH:23]=2)=[CH:20][CH:19]=1. Reactant: C([NH:9][C:10]([NH:12][C:13]1[S:14][C:15]2[C:21]([C:22]3[CH:27]=[CH:26][CH:25]=[CH:24][CH:23]=3)=[CH:20][CH:19]=[C:18]([O:28][CH3:29])[C:16]=2[N:17]=1)=[S:11])(=O)C1C=CC=CC=1.C1COCC1.C[O-].[Na+]. (6) Reactant: [CH2:1]([NH2:4])[CH:2]=[CH2:3].C(N(CC)CC)C.Cl[CH2:13][CH2:14][S:15](Cl)(=[O:17])=[O:16]. Product: [CH2:1]([NH:4][S:15]([CH:14]=[CH2:13])(=[O:17])=[O:16])[CH:2]=[CH2:3]. The catalyst class is: 2. (7) Reactant: [NH:1]1[CH2:6][CH:5]=[C:4]([C:7]2[CH:19]=[CH:18][C:10]([CH2:11][C@@H:12]([C:14]([O:16][CH3:17])=[O:15])[NH2:13])=[CH:9][CH:8]=2)[CH2:3][CH2:2]1.C(N(C(C)C)CC)(C)C.Cl.[N:30]1[CH:35]=[CH:34][CH:33]=[C:32]([S:36](Cl)(=[O:38])=[O:37])[CH:31]=1.N1CCNCC1. Product: [N:30]1[CH:35]=[CH:34][CH:33]=[C:32]([S:36]([N:1]2[CH2:2][CH:3]=[C:4]([C:7]3[CH:19]=[CH:18][C:10]([CH2:11][C@@H:12]([C:14]([O:16][CH3:17])=[O:15])[NH2:13])=[CH:9][CH:8]=3)[CH2:5][CH2:6]2)(=[O:38])=[O:37])[CH:31]=1. The catalyst class is: 2. (8) Reactant: [C:1]([C:5]1[CH:10]=[CH:9][CH:8]=[C:7]([C:11]([CH3:14])([CH3:13])[CH3:12])[C:6]=1[OH:15])([CH3:4])([CH3:3])[CH3:2].Cl[C:17]1[CH:22]=[CH:21][C:20]([N+:23]([O-:25])=[O:24])=[CH:19][CH:18]=1. Product: [C:11]([C:7]1[CH:8]=[C:9]([C:17]2[CH:22]=[CH:21][C:20]([N+:23]([O-:25])=[O:24])=[CH:19][CH:18]=2)[CH:10]=[C:5]([C:1]([CH3:4])([CH3:3])[CH3:2])[C:6]=1[OH:15])([CH3:14])([CH3:13])[CH3:12]. The catalyst class is: 16. (9) Reactant: [OH-:1].[Na+].O.[Br:4][C:5]1[CH:10]=[CH:9][C:8]([C@:11]2([CH3:30])[C:14](=[O:15])[N:13]([C:16]([O:18][C:19]([CH3:22])([CH3:21])[CH3:20])=[O:17])[C@@H:12]2[C:23]2[CH:28]=[CH:27][C:26]([Cl:29])=[CH:25][CH:24]=2)=[CH:7][CH:6]=1. Product: [Br:4][C:5]1[CH:10]=[CH:9][C:8]([C@@:11]([CH3:30])([C@H:12]([NH:13][C:16]([O:18][C:19]([CH3:21])([CH3:22])[CH3:20])=[O:17])[C:23]2[CH:28]=[CH:27][C:26]([Cl:29])=[CH:25][CH:24]=2)[C:14]([OH:15])=[O:1])=[CH:7][CH:6]=1. The catalyst class is: 12.